Dataset: Peptide-MHC class I binding affinity with 185,985 pairs from IEDB/IMGT. Task: Regression. Given a peptide amino acid sequence and an MHC pseudo amino acid sequence, predict their binding affinity value. This is MHC class I binding data. (1) The peptide sequence is TGPPPPPPPGL. The MHC is Mamu-A02 with pseudo-sequence Mamu-A02. The binding affinity (normalized) is 0.341. (2) The peptide sequence is HPALVFDITK. The MHC is HLA-B54:01 with pseudo-sequence HLA-B54:01. The binding affinity (normalized) is 0.550. (3) The peptide sequence is GSGFWKALTF. The MHC is Mamu-B3901 with pseudo-sequence Mamu-B3901. The binding affinity (normalized) is 1.00. (4) The peptide sequence is LFLDGIDKA. The MHC is HLA-A11:01 with pseudo-sequence HLA-A11:01. The binding affinity (normalized) is 0. (5) The peptide sequence is CSFHNRVTL. The MHC is H-2-Db with pseudo-sequence H-2-Db. The binding affinity (normalized) is 0.432. (6) The peptide sequence is KKGGDVINY. The MHC is HLA-A03:01 with pseudo-sequence HLA-A03:01. The binding affinity (normalized) is 0.146. (7) The peptide sequence is ALRSRWRAL. The MHC is HLA-A01:01 with pseudo-sequence HLA-A01:01. The binding affinity (normalized) is 0.0847.